From a dataset of Forward reaction prediction with 1.9M reactions from USPTO patents (1976-2016). Predict the product of the given reaction. (1) Given the reactants C1COC2C=CC(NC3C(F)=CN=C(NC4C=CC=C(O)C=4)N=3)=CC=2O1.Cl[C:28]1[N:33]=[C:32]([NH:34][C:35]2[CH:40]=[CH:39][C:38]([O:41][CH:42]([CH3:44])[CH3:43])=[CH:37][CH:36]=2)[C:31]([F:45])=[CH:30][N:29]=1.[NH2:46][C:47]1[CH:48]=[CH:49][C:50]2[O:54][CH:53]([C:55]([O:57][CH3:58])=[O:56])[CH2:52][C:51]=2[CH:59]=1, predict the reaction product. The product is: [F:45][C:31]1[C:32]([NH:34][C:35]2[CH:40]=[CH:39][C:38]([O:41][CH:42]([CH3:44])[CH3:43])=[CH:37][CH:36]=2)=[N:33][C:28]([NH:46][C:47]2[CH:48]=[CH:49][C:50]3[O:54][CH:53]([C:55]([O:57][CH3:58])=[O:56])[CH2:52][C:51]=3[CH:59]=2)=[N:29][CH:30]=1. (2) The product is: [F:25][C:26]1[CH:33]=[CH:32][C:29]([CH2:30][NH:31][C:19]([C:7]2[N:8]=[C:9]([C:14]([O:16][CH2:17][CH3:18])=[O:15])[N:10]([CH3:13])[C:11](=[O:12])[C:6]=2[OH:5])=[O:21])=[CH:28][CH:27]=1. Given the reactants CC(C)(C)C([O:5][C:6]1[C:11](=[O:12])[N:10]([CH3:13])[C:9]([C:14]([O:16][CH2:17][CH3:18])=[O:15])=[N:8][C:7]=1[C:19]([O:21]C)=O)=O.[F:25][C:26]1[CH:33]=[CH:32][C:29]([CH2:30][NH2:31])=[CH:28][CH:27]=1.CCOC(C)=O, predict the reaction product. (3) Given the reactants [CH2:1]([C:4]1([CH2:17][CH:18]=[CH2:19])[C:12]2[C:7](=[CH:8][CH:9]=[C:10]([N+:13]([O-:15])=[O:14])[CH:11]=2)[NH:6][C:5]1=[O:16])[CH:2]=[CH2:3].CI.[C:22](=O)([O-])[O-].[K+].[K+].O, predict the reaction product. The product is: [CH2:17]([C:4]1([CH2:1][CH:2]=[CH2:3])[C:12]2[C:7](=[CH:8][CH:9]=[C:10]([N+:13]([O-:15])=[O:14])[CH:11]=2)[N:6]([CH3:22])[C:5]1=[O:16])[CH:18]=[CH2:19]. (4) The product is: [C:1]([O:5][C:6](=[O:41])[NH:7][CH2:8][CH2:9][CH:10]1[CH2:11][CH2:12][N:13]([C:16](=[O:40])[C:17]2[CH:22]=[C:21]([O:23][C:43]3[CH:50]=[CH:49][C:46]([C:47]#[N:48])=[CH:45][CH:44]=3)[CH:20]=[C:19]([O:24][C:25]3[CH:30]=[CH:29][C:28]([CH2:31][NH:32][C:33]([O:35][C:36]([CH3:39])([CH3:38])[CH3:37])=[O:34])=[CH:27][CH:26]=3)[CH:18]=2)[CH2:14][CH2:15]1)([CH3:3])([CH3:2])[CH3:4]. Given the reactants [C:1]([O:5][C:6](=[O:41])[NH:7][CH2:8][CH2:9][CH:10]1[CH2:15][CH2:14][N:13]([C:16](=[O:40])[C:17]2[CH:22]=[C:21]([OH:23])[CH:20]=[C:19]([O:24][C:25]3[CH:30]=[CH:29][C:28]([CH2:31][NH:32][C:33]([O:35][C:36]([CH3:39])([CH3:38])[CH3:37])=[O:34])=[CH:27][CH:26]=3)[CH:18]=2)[CH2:12][CH2:11]1)([CH3:4])([CH3:3])[CH3:2].F[C:43]1[CH:50]=[CH:49][C:46]([C:47]#[N:48])=[CH:45][CH:44]=1, predict the reaction product. (5) Given the reactants [CH3:1][O:2][C:3]1[CH:23]=[CH:22][C:6]2[N:7]=[C:8]([S:10][CH2:11][C:12]3[C:17]([CH3:18])=[C:16]([O:19][CH3:20])[C:15]([CH3:21])=[CH:14][N:13]=3)[NH:9][C:5]=2[C:4]=1[S:24]([C:27]1[C:38]([CH3:39])=[CH:37][C:30]([O:31][CH2:32][C:33]([O:35][CH3:36])=[O:34])=[CH:29][C:28]=1[CH3:40])(=[O:26])=[O:25].ClC1C=C(C=CC=1)C(OO)=[O:46], predict the reaction product. The product is: [CH3:1][O:2][C:3]1[CH:23]=[CH:22][C:6]2[N:7]=[C:8]([S:10]([CH2:11][C:12]3[C:17]([CH3:18])=[C:16]([O:19][CH3:20])[C:15]([CH3:21])=[CH:14][N:13]=3)=[O:46])[NH:9][C:5]=2[C:4]=1[S:24]([C:27]1[C:28]([CH3:40])=[CH:29][C:30]([O:31][CH2:32][C:33]([O:35][CH3:36])=[O:34])=[CH:37][C:38]=1[CH3:39])(=[O:26])=[O:25]. (6) Given the reactants [C:1]([N:4]1[CH2:9][CH2:8][C:7]2[N:10]=[C:11]([C:13]3[CH:18]=[CH:17][C:16]([O:19][CH2:20][CH2:21][CH2:22]Cl)=[CH:15][CH:14]=3)[S:12][C:6]=2[CH2:5]1)(=[O:3])[CH3:2].[CH3:24][CH:25]1[CH2:29][CH2:28][CH2:27][NH:26]1.C(=O)([O-])[O-].[K+].[K+].[I-].[Na+], predict the reaction product. The product is: [C:1]([N:4]1[CH2:9][CH2:8][C:7]2[N:10]=[C:11]([C:13]3[CH:18]=[CH:17][C:16]([O:19][CH2:20][CH2:21][CH2:22][N:26]4[CH2:27][CH2:28][CH2:29][CH:25]4[CH3:24])=[CH:15][CH:14]=3)[S:12][C:6]=2[CH2:5]1)(=[O:3])[CH3:2]. (7) The product is: [CH2:23]([O:22][C:20]([C:19]1[C:18]([CH3:25])=[N:1][C:2]2[C:3]([C:4]=1[NH2:5])=[C:6]([O:10][CH:11]1[CH2:16][CH2:15][O:14][CH2:13][CH2:12]1)[CH:7]=[CH:8][CH:9]=2)=[O:21])[CH3:24]. Given the reactants [NH2:1][C:2]1[CH:9]=[CH:8][CH:7]=[C:6]([O:10][CH:11]2[CH2:16][CH2:15][O:14][CH2:13][CH2:12]2)[C:3]=1[C:4]#[N:5].O=[C:18]([CH3:25])[CH2:19][C:20]([O:22][CH2:23][CH3:24])=[O:21], predict the reaction product. (8) Given the reactants [C:1]([O:5][C:6]([N:8]1[CH2:13][CH2:12][CH:11]([N:14]([C:22]2[CH:23]=[C:24]3[C:28](=[CH:29][CH:30]=2)[N:27](C(OC(C)(C)C)=O)[CH:26]=[CH:25]3)C(OC(C)(C)C)=O)[CH2:10][CH2:9]1)=[O:7])([CH3:4])([CH3:3])[CH3:2].B(OC(C)C)(OC(C)C)OC(C)C.[Li+].CC([N-]C(C)C)C.CCCCCCC.C1COCC1.C(C1C=CC=CC=1)C, predict the reaction product. The product is: [C:1]([O:5][C:6]([N:8]1[CH2:13][CH2:12][CH:11]([NH:14][C:22]2[CH:23]=[C:24]3[C:28](=[CH:29][CH:30]=2)[NH:27][CH:26]=[CH:25]3)[CH2:10][CH2:9]1)=[O:7])([CH3:4])([CH3:2])[CH3:3]. (9) Given the reactants [OH:1][CH:2]1[CH2:7][CH2:6][CH:5]([NH:8][C:9]2[CH:16]=[C:15]([C:17]3[C:26]4[C:21](=[C:22](B5OC(C)(C)C(C)(C)O5)[CH:23]=[CH:24][CH:25]=4)[CH:20]=[CH:19][N:18]=3)[CH:14]=[CH:13][C:10]=2[C:11]#[N:12])[CH2:4][CH2:3]1.[NH2:36][C:37]1[CH:38]=[N:39][CH:40]=[C:41](Br)[CH:42]=1.C(=O)([O-])[O-:45].[Na+].[Na+], predict the reaction product. The product is: [NH2:36][C:37]1[CH:42]=[C:41]([C:22]2[CH:23]=[CH:24][CH:25]=[C:26]3[C:21]=2[CH:20]=[CH:19][N:18]=[C:17]3[C:15]2[CH:14]=[CH:13][C:10]([C:11]([NH2:12])=[O:45])=[C:9]([NH:8][CH:5]3[CH2:4][CH2:3][CH:2]([OH:1])[CH2:7][CH2:6]3)[CH:16]=2)[CH:40]=[N:39][CH:38]=1.